Dataset: Forward reaction prediction with 1.9M reactions from USPTO patents (1976-2016). Task: Predict the product of the given reaction. (1) Given the reactants [NH2:1][C@H:2]([C:7]1[CH:12]=[CH:11][CH:10]=[CH:9][CH:8]=1)[CH2:3][C:4]([OH:6])=[O:5].[OH-].[Na+].[N+:15]([C:18]1[CH:19]=[C:20]([CH:42]=[C:43]([N+:45]([O-:47])=[O:46])[CH:44]=1)[C:21]([NH:23][C@H:24]([C:36]1[CH:41]=[CH:40][CH:39]=[CH:38][CH:37]=1)[CH2:25][C:26](ON1C(=O)CCC1=O)=[O:27])=[O:22])([O-:17])=[O:16].Cl, predict the reaction product. The product is: [N+:15]([C:18]1[CH:19]=[C:20]([CH:42]=[C:43]([N+:45]([O-:47])=[O:46])[CH:44]=1)[C:21]([NH:23][C@H:24]([C:36]1[CH:41]=[CH:40][CH:39]=[CH:38][CH:37]=1)[CH2:25][C:26]([NH:1][C@H:2]([C:7]1[CH:12]=[CH:11][CH:10]=[CH:9][CH:8]=1)[CH2:3][C:4]([OH:6])=[O:5])=[O:27])=[O:22])([O-:17])=[O:16]. (2) Given the reactants [CH2:1]([N:3]([CH2:34][CH3:35])[C:4]([CH:6]([C:28]1[CH:33]=[CH:32][CH:31]=[CH:30][CH:29]=1)[N:7]1[CH2:12][CH:11]=[C:10]([C:13]2[CH:18]=[CH:17][C:16]([NH:19][C:20](=[O:26])[CH:21]([CH2:24][CH3:25])[CH2:22][CH3:23])=[CH:15][C:14]=2[F:27])[CH2:9][CH2:8]1)=[O:5])[CH3:2].[OH-].[Na+], predict the reaction product. The product is: [CH2:34]([N:3]([CH2:1][CH3:2])[C:4]([CH:6]([C:28]1[CH:29]=[CH:30][CH:31]=[CH:32][CH:33]=1)[N:7]1[CH2:12][CH2:11][CH:10]([C:13]2[CH:18]=[CH:17][C:16]([NH:19][C:20](=[O:26])[CH:21]([CH2:24][CH3:25])[CH2:22][CH3:23])=[CH:15][C:14]=2[F:27])[CH2:9][CH2:8]1)=[O:5])[CH3:35]. (3) Given the reactants [NH2:1][C@:2]12[CH2:37][CH2:36][C@@H:35]([C:38]([CH3:40])=[CH2:39])[C@@H:3]1[C@@H:4]1[C@@:17]([CH3:20])([CH2:18][CH2:19]2)[C@@:16]2([CH3:21])[C@@H:7]([C@:8]3([CH3:34])[C@@H:13]([CH2:14][CH2:15]2)[C:12]([CH3:23])([CH3:22])[C:11]([C:24]2[CH:33]=[CH:32][C:27]([C:28]([O:30]C)=[O:29])=[CH:26][CH:25]=2)=[CH:10][CH2:9]3)[CH2:6][CH2:5]1.CN(C)CCC(N[C@]12CC[C@@H](C(C)=C)[C@@H]1[C@@H]1[C@@](C)(CC2)[C@@]2(C)[C@@H]([C@]3(C)[C@@H](CC2)C(C)(C)C(C2C=CC(C(O)=O)=CC=2)=CC3)CC1)=O.[CH:87]([N:90]1[CH2:95][CH2:94][N:93]([CH2:96][C:97]([OH:99])=O)[CH2:92][CH2:91]1)([CH3:89])[CH3:88], predict the reaction product. The product is: [CH:87]([N:90]1[CH2:91][CH2:92][N:93]([CH2:96][C:97]([NH:1][C@:2]23[CH2:37][CH2:36][C@@H:35]([C:38]([CH3:40])=[CH2:39])[C@@H:3]2[C@@H:4]2[C@@:17]([CH3:20])([CH2:18][CH2:19]3)[C@@:16]3([CH3:21])[C@@H:7]([C@:8]4([CH3:34])[C@@H:13]([CH2:14][CH2:15]3)[C:12]([CH3:23])([CH3:22])[C:11]([C:24]3[CH:25]=[CH:26][C:27]([C:28]([OH:30])=[O:29])=[CH:32][CH:33]=3)=[CH:10][CH2:9]4)[CH2:6][CH2:5]2)=[O:99])[CH2:94][CH2:95]1)([CH3:88])[CH3:89]. (4) Given the reactants [NH:1]1[C:9]2[C:4](=[CH:5][CH:6]=[CH:7][CH:8]=2)[CH:3]=[C:2]1[C:10]1[C:11]([O:32][CH3:33])=[CH:12][C:13]([O:30][CH3:31])=[C:14](/[CH:16]=[CH:17]/[C:18]([C:20]2[CH:25]=[CH:24][C:23]([S:26]([NH2:29])(=[O:28])=[O:27])=[CH:22][CH:21]=2)=[O:19])[CH:15]=1.[C:34](O[C:34](=[O:38])[CH:35]([CH3:37])[CH3:36])(=[O:38])[CH:35]([CH3:37])[CH3:36].C(N(CC)CC)C.CN(C)N1C=CC=CC1, predict the reaction product. The product is: [NH:1]1[C:9]2[C:4](=[CH:5][CH:6]=[CH:7][CH:8]=2)[CH:3]=[C:2]1[C:10]1[C:11]([O:32][CH3:33])=[CH:12][C:13]([O:30][CH3:31])=[C:14](/[CH:16]=[CH:17]/[C:18]([C:20]2[CH:21]=[CH:22][C:23]([S:26]([NH:29][C:34](=[O:38])[CH:35]([CH3:37])[CH3:36])(=[O:28])=[O:27])=[CH:24][CH:25]=2)=[O:19])[CH:15]=1. (5) The product is: [CH3:17][CH:16]([CH3:18])[C@H:11]([NH:8][C:9]([N:2]([CH3:1])[CH2:3][CH2:4][CH2:5][CH:6]=[CH2:7])=[O:10])[C:12]([O:14][CH3:15])=[O:13]. Given the reactants [CH3:1][NH:2][CH2:3][CH2:4][CH2:5][CH:6]=[CH2:7].[N:8]([C@@H:11]([CH:16]([CH3:18])[CH3:17])[C:12]([O:14][CH3:15])=[O:13])=[C:9]=[O:10], predict the reaction product. (6) Given the reactants Br.[Br:2][CH2:3][CH2:4][CH2:5][NH2:6].C(N(CC)CC)C.[CH3:14][C:15]([O:18][C:19](O[C:19]([O:18][C:15]([CH3:17])([CH3:16])[CH3:14])=[O:20])=[O:20])([CH3:17])[CH3:16].C(OCC)(=O)C, predict the reaction product. The product is: [C:19]([CH:5]([NH2:6])[CH2:4][CH2:3][Br:2])([O:18][C:15]([CH3:17])([CH3:16])[CH3:14])=[O:20].